This data is from Merck oncology drug combination screen with 23,052 pairs across 39 cell lines. The task is: Regression. Given two drug SMILES strings and cell line genomic features, predict the synergy score measuring deviation from expected non-interaction effect. (1) Drug 1: O=C(CCCCCCC(=O)Nc1ccccc1)NO. Drug 2: C#Cc1cccc(Nc2ncnc3cc(OCCOC)c(OCCOC)cc23)c1. Cell line: OVCAR3. Synergy scores: synergy=9.63. (2) Drug 1: CN1C(=O)C=CC2(C)C3CCC4(C)C(NC(=O)OCC(F)(F)F)CCC4C3CCC12. Drug 2: COc1cc(C2c3cc4c(cc3C(OC3OC5COC(C)OC5C(O)C3O)C3COC(=O)C23)OCO4)cc(OC)c1O. Cell line: SKOV3. Synergy scores: synergy=5.66. (3) Drug 1: CN(C)C(=N)N=C(N)N. Drug 2: O=C(NOCC(O)CO)c1ccc(F)c(F)c1Nc1ccc(I)cc1F. Cell line: LOVO. Synergy scores: synergy=-15.7. (4) Drug 1: N#Cc1ccc(Cn2cncc2CN2CCN(c3cccc(Cl)c3)C(=O)C2)cc1. Drug 2: Cn1cc(-c2cnn3c(N)c(Br)c(C4CCCNC4)nc23)cn1. Cell line: LOVO. Synergy scores: synergy=11.8. (5) Drug 1: Cn1nnc2c(C(N)=O)ncn2c1=O. Drug 2: CCc1c2c(nc3ccc(O)cc13)-c1cc3c(c(=O)n1C2)COC(=O)C3(O)CC. Cell line: OV90. Synergy scores: synergy=-19.0. (6) Drug 1: NC1(c2ccc(-c3nc4ccn5c(=O)[nH]nc5c4cc3-c3ccccc3)cc2)CCC1. Drug 2: NC1CCCCC1N.O=C(O)C(=O)O.[Pt+2]. Cell line: UACC62. Synergy scores: synergy=-13.1. (7) Drug 1: O=S1(=O)NC2(CN1CC(F)(F)F)C1CCC2Cc2cc(C=CCN3CCC(C(F)(F)F)CC3)ccc2C1. Drug 2: CS(=O)(=O)CCNCc1ccc(-c2ccc3ncnc(Nc4ccc(OCc5cccc(F)c5)c(Cl)c4)c3c2)o1. Cell line: A427. Synergy scores: synergy=9.25.